From a dataset of Full USPTO retrosynthesis dataset with 1.9M reactions from patents (1976-2016). Predict the reactants needed to synthesize the given product. Given the product [F:23][C:24]1[CH:29]=[C:28]([CH2:30][N:6]2[C:5]([C:12]([C:14]3[CH:15]=[C:16]([CH:19]=[C:20]([CH3:22])[CH:21]=3)[C:17]#[N:18])=[O:13])=[C:4]([C:1]([CH3:3])=[CH2:2])[C:9](=[O:10])[NH:8][C:7]2=[O:11])[CH:27]=[C:26]([NH:36][CH2:37][C:38]2[CH:43]=[CH:42][C:41]([O:44][CH3:45])=[CH:40][CH:39]=2)[N:25]=1, predict the reactants needed to synthesize it. The reactants are: [C:1]([C:4]1[C:9](=[O:10])[NH:8][C:7](=[O:11])[NH:6][C:5]=1[C:12]([C:14]1[CH:15]=[C:16]([CH:19]=[C:20]([CH3:22])[CH:21]=1)[C:17]#[N:18])=[O:13])([CH3:3])=[CH2:2].[F:23][C:24]1[CH:29]=[C:28]([CH2:30]OS(C)(=O)=O)[CH:27]=[C:26]([NH:36][CH2:37][C:38]2[CH:43]=[CH:42][C:41]([O:44][CH3:45])=[CH:40][CH:39]=2)[N:25]=1.[I-].[Li+].C(=O)([O-])[O-].[K+].[K+].